This data is from Full USPTO retrosynthesis dataset with 1.9M reactions from patents (1976-2016). The task is: Predict the reactants needed to synthesize the given product. Given the product [F:1][C:2]1[CH:3]=[CH:4][C:5]([N+:9]([O-:11])=[O:10])=[C:6]([CH2:27][NH2:29])[CH:7]=1, predict the reactants needed to synthesize it. The reactants are: [F:1][C:2]1[CH:3]=[CH:4][C:5]([N+:9]([O-:11])=[O:10])=[C:6](N)[CH:7]=1.FC(F)(F)C(OC(=O)C(F)(F)F)=O.FC(F)(F)[C:27]([NH2:29])=O.[OH-].[Na+].S(OC)(OC)(=O)=O.